Dataset: Experimentally validated miRNA-target interactions with 360,000+ pairs, plus equal number of negative samples. Task: Binary Classification. Given a miRNA mature sequence and a target amino acid sequence, predict their likelihood of interaction. (1) The miRNA is hsa-miR-335-5p with sequence UCAAGAGCAAUAACGAAAAAUGU. The protein sequence of the target gene is MARGPGLAPPPLRLPLLLLVLAAVTGHTAAQDNCTCPTNKMTVCSPDGPGGRCQCRALGSGMAVDCSTLTSKCLLLKARMSAPKNARTLVRPSEHALVDNDGLYDPDCDPEGRFKARQCNQTSVCWCVNSVGVRRTDKGDLSLRCDELVRTHHILIDLRHRPTAGAFNHSDLDAELRRLFRERYRLHPKFVAAVHYEQPTIQIELRQNTSQKAAGDVDIGDAAYYFERDIKGESLFQGRGGLDLRVRGEPLQVERTLIYYLDEIPPKFSMKRLTAGLIAVIVVVVVALVAGMAVLVITNR.... Result: 1 (interaction). (2) The miRNA is hsa-miR-6856-3p with sequence UACAGCCCUGUGAUCUUUCCAG. The protein sequence of the target gene is MVADPPRDSKGLAAAEPTANGGLALASIEDQGAAAGGYCGSRDQVRRCLRANLLVLLTVVAVVAGVALGLGVSGAGGALALGPERLSAFVFPGELLLRLLRMIILPLVVCSLIGGAASLDPGALGRLGAWALLFFLVTTLLASALGVGLALALQPGAASAAINASVGAAGSAENAPSKEVLDSFLDLARNIFPSNLVSAAFRSYSTTYEERNITGTRVKVPVGQEVEGMNILGLVVFAIVFGVALRKLGPEGELLIRFFNSFNEATMVLVSWIMWYAPVGIMFLVAGKIVEMEDVGLLFA.... Result: 1 (interaction). (3) The miRNA is mmu-miR-3971 with sequence CUCCCCACCCCUGUACCAGUGA. The protein sequence of the target gene is MESENMDSENMKTENMESQNVDFESVSSVTALEALSKLLNPEEEDDSDYGQTNGLSTIGAMGPGNIGPPQIEELKVIPETSEENNEDIWNSEEIPEGAEYDDMWDVREIPEYEIIFRQQVGTEDIFLGLSKKDSSTGCCSELVAKIKLPNTNPSDIQIDIQETILDLRTPQKKLLITLPELVECTSAKAFYIPETETLEITMTMKRELDIANFF. Result: 0 (no interaction). (4) The protein sequence of the target gene is MAVARAGVLGVQWLQRASRNVMPLGARTASHMTKDMFPGPYPRTPEERAAAAKKYNMRVEDYEPYPDDGMGYGDYPKLPDRSQHERDPWYSWDQPGLRLNWGEPMHWHLDMYNRNRVDTSPTPVSWHVMCMQLFGFLAFMIFMCWVGDVYPVYQPVGPKQYPYNNLYLERGGDPSKEPERVVHYEI. Result: 0 (no interaction). The miRNA is hsa-miR-4654 with sequence UGUGGGAUCUGGAGGCAUCUGG. (5) The miRNA is hsa-miR-6511a-3p with sequence CCUCACCAUCCCUUCUGCCUGC. The protein sequence of the target gene is MAQHDFAPAWLNFPTPPSSTKSSLNFEKHSENFSWTENRYDVSRRRHNSSDGFDSGIGRPNGGNFGRKEKNGWRTHGRNGTENINHRGGYHGGNSRSRSSIFHSGKSQGLHENSIPDNETGRKEDKRERRQFEAEDFPSLNPEYEREPNQNKSLAAGVWDYPPNPKSRTPRMLVIKKGNTKDLQLSGFPVAGNLQSQPVKNGTGPSVYKGLVPKPAVPPTKPTQWKSQTKENKVGTSFSHESTYGVGNFNTFKSTAKNISPSTNSVKECNRSNSSSPVDKLNQQPRLTKLTRMRSDKKSE.... Result: 0 (no interaction).